From a dataset of Peptide-MHC class II binding affinity with 134,281 pairs from IEDB. Regression. Given a peptide amino acid sequence and an MHC pseudo amino acid sequence, predict their binding affinity value. This is MHC class II binding data. (1) The peptide sequence is DTAGWDTRITEADLD. The MHC is HLA-DQA10501-DQB10303 with pseudo-sequence HLA-DQA10501-DQB10303. The binding affinity (normalized) is 0. (2) The peptide sequence is YNFATCGIFALISFL. The MHC is H-2-IAb with pseudo-sequence H-2-IAb. The binding affinity (normalized) is 0.0485. (3) The peptide sequence is AVVCGRRHGVRIRVR. The MHC is HLA-DPA10103-DPB10301 with pseudo-sequence HLA-DPA10103-DPB10301. The binding affinity (normalized) is 0.563. (4) The peptide sequence is RVSDVSVLMKEYDVS. The MHC is DRB4_0101 with pseudo-sequence DRB4_0103. The binding affinity (normalized) is 0.395. (5) The binding affinity (normalized) is 0.162. The peptide sequence is KNPVVDGNPTVDIEE. The MHC is DRB1_0404 with pseudo-sequence DRB1_0404.